This data is from Forward reaction prediction with 1.9M reactions from USPTO patents (1976-2016). The task is: Predict the product of the given reaction. Given the reactants [Cl:1][C:2]1[CH:7]=[CH:6][C:5]([C:8]2[C:9]([O:17][C@@H:18]([CH3:23])[C:19]([F:22])([F:21])[F:20])=[N:10][CH:11]=[C:12]([CH:16]=2)[C:13](O)=[O:14])=[CH:4][CH:3]=1.Cl.[CH3:25][O:26][C:27]1[CH:31]=[C:30]([CH2:32][NH2:33])[O:29][N:28]=1, predict the reaction product. The product is: [Cl:1][C:2]1[CH:3]=[CH:4][C:5]([C:8]2[C:9]([O:17][C@@H:18]([CH3:23])[C:19]([F:20])([F:21])[F:22])=[N:10][CH:11]=[C:12]([CH:16]=2)[C:13]([NH:33][CH2:32][C:30]2[O:29][N:28]=[C:27]([O:26][CH3:25])[CH:31]=2)=[O:14])=[CH:6][CH:7]=1.